This data is from TCR-epitope binding with 47,182 pairs between 192 epitopes and 23,139 TCRs. The task is: Binary Classification. Given a T-cell receptor sequence (or CDR3 region) and an epitope sequence, predict whether binding occurs between them. (1) The epitope is GILGFVFTL. The TCR CDR3 sequence is CASSIRSAHEQFF. Result: 1 (the TCR binds to the epitope). (2) The epitope is YIFFASFYY. The TCR CDR3 sequence is CASSQENGFNEQFF. Result: 1 (the TCR binds to the epitope). (3) The epitope is LLFNKVTLA. The TCR CDR3 sequence is CASSQDVPWSSYEQYF. Result: 0 (the TCR does not bind to the epitope). (4) The epitope is KAYNVTQAF. The TCR CDR3 sequence is CASSLDPSGYNEQFF. Result: 1 (the TCR binds to the epitope). (5) The epitope is NLSALGIFST. The TCR CDR3 sequence is CASSQGGTQYF. Result: 1 (the TCR binds to the epitope). (6) The TCR CDR3 sequence is CASSLYGQGLSYGYTF. The epitope is LLFGYPVYV. Result: 1 (the TCR binds to the epitope).